Dataset: Reaction yield outcomes from USPTO patents with 853,638 reactions. Task: Predict the reaction yield, written as a fraction of the theoretical maximum amount of product (1.0 means a 100% yield; for example, 0.34 means a 34% yield). (1) The reactants are [Cl:1][C:2]1[CH:3]=[C:4]([CH:7]=[CH:8][CH:9]=1)[C:5]#[N:6].[CH2:10]([OH:12])[CH3:11].Cl. No catalyst specified. The product is [ClH:1].[Cl:1][C:2]1[CH:3]=[C:4]([CH:7]=[CH:8][CH:9]=1)[C:5](=[NH:6])[O:12][CH2:10][CH3:11]. The yield is 0.840. (2) The reactants are [C:1]1([O:9][CH3:10])[C:2](=[CH:5][CH:6]=[CH:7][CH:8]=1)[O:3][CH3:4].[Cl-].[Al+3].[Cl-].[Cl-].[N+:15]([C:18]1[CH:19]=[C:20]([CH:24]=[CH:25][CH:26]=1)[C:21](Cl)=[O:22])([O-:17])=[O:16].O. The catalyst is C(Cl)Cl. The product is [CH3:4][O:3][C:2]1[CH:5]=[C:6]([CH:7]=[CH:8][C:1]=1[O:9][CH3:10])[C:21]([C:20]1[CH:24]=[CH:25][CH:26]=[C:18]([N+:15]([O-:17])=[O:16])[CH:19]=1)=[O:22]. The yield is 0.390. (3) The reactants are B(Br)(Br)Br.ClCCl.[F:8][C:9]([F:38])([F:37])[C:10]1[CH:11]=[C:12]([NH:20][C:21](=[O:36])[C:22]2[CH:27]=[CH:26][C:25]([C:28]3[CH:33]=[CH:32][CH:31]=[CH:30][CH:29]=3)=[CH:24][C:23]=2[O:34]C)[CH:13]=[C:14]([C:16]([F:19])([F:18])[F:17])[CH:15]=1. The catalyst is ClCCl.C(OCC)(=O)C. The product is [F:8][C:9]([F:37])([F:38])[C:10]1[CH:11]=[C:12]([NH:20][C:21](=[O:36])[C:22]2[CH:27]=[CH:26][C:25]([C:28]3[CH:33]=[CH:32][CH:31]=[CH:30][CH:29]=3)=[CH:24][C:23]=2[OH:34])[CH:13]=[C:14]([C:16]([F:17])([F:18])[F:19])[CH:15]=1. The yield is 0.716.